This data is from Forward reaction prediction with 1.9M reactions from USPTO patents (1976-2016). The task is: Predict the product of the given reaction. (1) Given the reactants Cl[C:2]1[CH:7]=[C:6]([C:8]2[CH:9]=[C:10]([CH:16]=[CH:17][CH:18]=2)[C:11]([O:13][CH2:14][CH3:15])=[O:12])[CH:5]=[CH:4][N:3]=1.C(=O)([O-])[O-].[Na+].[Na+].[CH:25]([C:28]1[CH:33]=[CH:32][C:31](B(O)O)=[CH:30][CH:29]=1)([CH3:27])[CH3:26].O, predict the reaction product. The product is: [CH:25]([C:28]1[CH:33]=[CH:32][C:31]([C:2]2[CH:7]=[C:6]([C:8]3[CH:9]=[C:10]([CH:16]=[CH:17][CH:18]=3)[C:11]([O:13][CH2:14][CH3:15])=[O:12])[CH:5]=[CH:4][N:3]=2)=[CH:30][CH:29]=1)([CH3:27])[CH3:26]. (2) Given the reactants [CH3:1][C:2]1[CH:7]=[CH:6][C:5]([C:8]2[O:9][C:10]([CH3:13])=[N:11][N:12]=2)=[CH:4][C:3]=1[C:14]1[CH:19]=[CH:18][C:17]([C:20]([OH:22])=O)=[CH:16][CH:15]=1.C(Cl)(=O)C(Cl)=O.[C:29]([C:31]1[CH:32]=[C:33]([CH:35]=[CH:36][CH:37]=1)[NH2:34])#[N:30].CN(C=O)C, predict the reaction product. The product is: [C:29]([C:31]1[CH:32]=[C:33]([NH:34][C:20]([C:17]2[CH:16]=[CH:15][C:14]([C:3]3[CH:4]=[C:5]([C:8]4[O:9][C:10]([CH3:13])=[N:11][N:12]=4)[CH:6]=[CH:7][C:2]=3[CH3:1])=[CH:19][CH:18]=2)=[O:22])[CH:35]=[CH:36][CH:37]=1)#[N:30]. (3) Given the reactants [OH:1][C:2]1[CH:3]=[C:4]([N:10]([CH2:20][C:21]2[CH:22]=[N:23][CH:24]=[CH:25][CH:26]=2)[C:11]2[CH:12]=[C:13]([CH:17]=[CH:18][CH:19]=2)[C:14]([OH:16])=[O:15])[CH:5]=[CH:6][C:7]=1[O:8][CH3:9].[C:27](Cl)(=O)C, predict the reaction product. The product is: [OH:1][C:2]1[CH:3]=[C:4]([N:10]([CH2:20][C:21]2[CH:22]=[N:23][CH:24]=[CH:25][CH:26]=2)[C:11]2[CH:12]=[C:13]([CH:17]=[CH:18][CH:19]=2)[C:14]([O:16][CH3:27])=[O:15])[CH:5]=[CH:6][C:7]=1[O:8][CH3:9]. (4) Given the reactants [F:1][C:2]([F:14])([F:13])[C:3]1[CH:4]=[C:5]2[C:9](=[CH:10][CH:11]=1)[CH:8](O)[CH2:7][CH2:6]2.C1(C)C=CC(S(O)(=O)=O)=CC=1, predict the reaction product. The product is: [F:1][C:2]([F:13])([F:14])[C:3]1[CH:4]=[C:5]2[C:9]([CH:8]=[CH:7][CH2:6]2)=[CH:10][CH:11]=1. (5) The product is: [C:22]([O:26][C:27]([NH:1][C:2]1[CH:3]=[CH:4][C:5]([O:8][C:9](=[O:14])[C:10]([Br:13])([CH3:11])[CH3:12])=[CH:6][CH:7]=1)=[O:28])([CH3:25])([CH3:24])[CH3:23]. Given the reactants [NH2:1][C:2]1[CH:7]=[CH:6][C:5]([O:8][C:9](=[O:14])[C:10]([Br:13])([CH3:12])[CH3:11])=[CH:4][CH:3]=1.C(N(CC)CC)C.[C:22]([O:26][C:27](O[C:27]([O:26][C:22]([CH3:25])([CH3:24])[CH3:23])=[O:28])=[O:28])([CH3:25])([CH3:24])[CH3:23].Cl, predict the reaction product. (6) The product is: [N:30]1([CH2:18][CH2:19][C:20]#[C:21][C:22]2[CH:23]=[CH:24][C:25]([O:26][CH2:27][CH2:28][CH2:29][N:30]3[CH2:31][CH2:32][CH2:33][CH2:34][CH2:35]3)=[CH:36][CH:37]=2)[CH2:35][CH2:34][CH2:33][CH2:32][CH2:31]1. Given the reactants C(=O)([O-])[O-].[K+].[K+].S(O[CH2:18][CH2:19][C:20]#[C:21][C:22]1[CH:37]=[CH:36][C:25]([O:26][CH2:27][CH2:28][CH2:29][N:30]2[CH2:35][CH2:34][CH2:33][CH2:32][CH2:31]2)=[CH:24][CH:23]=1)(C1C=CC(C)=CC=1)(=O)=O, predict the reaction product. (7) Given the reactants [CH3:1][C:2]1[N:3]([C:8]2[C:9]([C:22]([OH:24])=O)=[N:10][C:11]([C:18]([F:21])([F:20])[F:19])=[C:12]([C:14]([F:17])([F:16])[F:15])[CH:13]=2)[C:4]([CH3:7])=[CH:5][CH:6]=1.Cl.[NH2:26][CH2:27][C:28]([CH3:34])([OH:33])[C:29]([F:32])([F:31])[F:30].CN(C(ON1N=NC2C=CC=NC1=2)=[N+](C)C)C.F[P-](F)(F)(F)(F)F.CCN(CC)CC, predict the reaction product. The product is: [F:30][C:29]([F:32])([F:31])[C:28]([OH:33])([CH3:34])[CH2:27][NH:26][C:22]([C:9]1[C:8]([N:3]2[C:2]([CH3:1])=[CH:6][CH:5]=[C:4]2[CH3:7])=[CH:13][C:12]([C:14]([F:15])([F:17])[F:16])=[C:11]([C:18]([F:21])([F:19])[F:20])[N:10]=1)=[O:24]. (8) Given the reactants [F:1][C:2]1[CH:21]=[CH:20][C:5]([CH2:6][N:7]2[CH2:12][CH:11]([CH2:13][CH2:14][N:15]([O:17][CH3:18])[CH3:16])[NH:10][CH2:9][C:8]2=[O:19])=[CH:4][CH:3]=1.[CH:22]([N:25]=[C:26]=[O:27])([CH3:24])[CH3:23], predict the reaction product. The product is: [F:1][C:2]1[CH:3]=[CH:4][C:5]([CH2:6][N:7]2[C:8](=[O:19])[CH2:9][N:10]([C:26]([NH:25][CH:22]([CH3:24])[CH3:23])=[O:27])[CH:11]([CH2:13][CH2:14][N:15]([O:17][CH3:18])[CH3:16])[CH2:12]2)=[CH:20][CH:21]=1.